This data is from Forward reaction prediction with 1.9M reactions from USPTO patents (1976-2016). The task is: Predict the product of the given reaction. Given the reactants [Cl:1][C:2]1[C:10]2[C:5](=[CH:6][C:7]([F:12])=[C:8]([NH2:11])[CH:9]=2)[NH:4][N:3]=1.[Cl:13][C:14]1[CH:19]=[CH:18][C:17]([CH:20]2[CH2:25][C:24](=[O:26])[NH:23][C:22]([CH3:27])=[C:21]2[C:28](O)=[O:29])=[CH:16][CH:15]=1.C(Cl)CCl.CCN(CC)CC, predict the reaction product. The product is: [Cl:1][C:2]1[C:10]2[C:5](=[CH:6][C:7]([F:12])=[C:8]([NH:11][C:28]([C:21]3[CH:20]([C:17]4[CH:18]=[CH:19][C:14]([Cl:13])=[CH:15][CH:16]=4)[CH2:25][C:24](=[O:26])[NH:23][C:22]=3[CH3:27])=[O:29])[CH:9]=2)[NH:4][N:3]=1.